From a dataset of Forward reaction prediction with 1.9M reactions from USPTO patents (1976-2016). Predict the product of the given reaction. (1) Given the reactants [C:1]([O:4][C:5]1[CH:13]=[CH:12][CH:11]=[CH:10][C:6]=1[C:7]([OH:9])=[O:8])(=[O:3])[CH3:2].[CH3:14][N:15]([CH3:29])[CH2:16][CH:17]([CH3:28])[CH:18]([C:21]1[CH:22]=[C:23]([OH:27])[CH:24]=[CH:25][CH:26]=1)[CH2:19][CH3:20], predict the reaction product. The product is: [C:1]([O:4][C:5]1[CH:13]=[CH:12][CH:11]=[CH:10][C:6]=1[C:7]([O-:9])=[O:8])(=[O:3])[CH3:2].[OH:27][C:23]1[CH:22]=[C:21]([CH:18]([CH2:19][CH3:20])[CH:17]([CH3:28])[CH2:16][NH+:15]([CH3:29])[CH3:14])[CH:26]=[CH:25][CH:24]=1. (2) Given the reactants [CH3:1][O:2][C:3]1[N:8]=[C:7]([C:9](O)=[O:10])[CH:6]=[CH:5][CH:4]=1.[H-].[Al+3].[Li+].[H-].[H-].[H-].[C@H](O)(C([O-])=O)[C@@H](O)C([O-])=O.[Na+].[K+], predict the reaction product. The product is: [CH3:1][O:2][C:3]1[N:8]=[C:7]([CH2:9][OH:10])[CH:6]=[CH:5][CH:4]=1. (3) Given the reactants [C:1]1(C)[CH:6]=[CH:5][C:4]([NH:7][C:8]([NH:10][C:11]2[CH:16]=[CH:15][C:14]([O:17][C:18]3[CH:23]=[C:22]([C:24]([F:27])([F:26])[F:25])[N:21]=[CH:20][N:19]=3)=[CH:13][CH:12]=2)=[O:9])=[CH:3][CH:2]=1.[F:29][C:30]([F:41])([F:40])C1C=CC=C(N=C=O)C=1, predict the reaction product. The product is: [F:29][C:30]([F:41])([F:40])[C:6]1[CH:5]=[C:4]([NH:7][C:8]([NH:10][C:11]2[CH:16]=[CH:15][C:14]([O:17][C:18]3[CH:23]=[C:22]([C:24]([F:27])([F:25])[F:26])[N:21]=[CH:20][N:19]=3)=[CH:13][CH:12]=2)=[O:9])[CH:3]=[CH:2][CH:1]=1. (4) The product is: [Cl:1][C:2]1[C:3]([O:29][C:30]2[CH:35]=[CH:34][C:33]([C:36]3[CH:37]=[N:38][C:39]([C:42]([F:43])([F:45])[F:44])=[CH:40][CH:41]=3)=[CH:32][C:31]=2[C:46]2[CH:51]=[CH:50][N:49]=[N:48][CH:47]=2)=[CH:4][C:5]([F:28])=[C:6]([S:8]([NH:11][C:12]2[S:13][CH:14]=[N:15][N:16]=2)(=[O:9])=[O:10])[CH:7]=1. Given the reactants [Cl:1][C:2]1[C:3]([O:29][C:30]2[CH:35]=[CH:34][C:33]([C:36]3[CH:37]=[N:38][C:39]([C:42]([F:45])([F:44])[F:43])=[CH:40][CH:41]=3)=[CH:32][C:31]=2[C:46]2[CH:51]=[CH:50][N:49]=[N:48][CH:47]=2)=[CH:4][C:5]([F:28])=[C:6]([S:8]([N:11](CC2C=CC(OC)=CC=2OC)[C:12]2[S:13][CH:14]=[N:15][N:16]=2)(=[O:10])=[O:9])[CH:7]=1.O1CCOCC1, predict the reaction product. (5) The product is: [CH3:23][N:24]1[CH2:29][CH2:28][N:27]([CH2:30][CH2:31][NH:32][C:15]([C:13]2[CH:12]=[N:11][C:7]3[NH:8][CH2:9][CH2:10][N:5]([CH2:4][C:3]4[CH:18]=[C:19]([F:22])[CH:20]=[CH:21][C:2]=4[F:1])[C:6]=3[CH:14]=2)=[O:17])[CH2:26][CH2:25]1. Given the reactants [F:1][C:2]1[CH:21]=[CH:20][C:19]([F:22])=[CH:18][C:3]=1[CH2:4][N:5]1[CH2:10][CH2:9][NH:8][C:7]2[N:11]=[CH:12][C:13]([C:15]([OH:17])=O)=[CH:14][C:6]1=2.[CH3:23][N:24]1[CH2:29][CH2:28][N:27]([CH2:30][CH2:31][NH2:32])[CH2:26][CH2:25]1, predict the reaction product.